This data is from Blood-brain barrier permeability classification from the B3DB database. The task is: Regression/Classification. Given a drug SMILES string, predict its absorption, distribution, metabolism, or excretion properties. Task type varies by dataset: regression for continuous measurements (e.g., permeability, clearance, half-life) or binary classification for categorical outcomes (e.g., BBB penetration, CYP inhibition). Dataset: b3db_classification. (1) The drug is CC1=CC(O)CC(C)(C)C1/C=C/C(C)=C/C=C/C(C)=C/C=C/C=C(C)/C=C/C=C(C)/C=C/C1=C(C)CC(O)CC1(C)C. The result is 0 (does not penetrate BBB). (2) The drug is CCN(CC)CCn1cnc2c1c(=O)n(C)c(=O)n2C. The result is 1 (penetrates BBB). (3) The drug is CCNCc1ccc(C(=O)Nc2cc(C)n(Cc3cc(Cl)ccc3OCC(C)C)n2)cc1. The result is 1 (penetrates BBB). (4) The molecule is CC(=O)c1c(C)nn(CCC(=O)N2CCC[C@H]2c2n[nH]c(C)n2)c1C. The result is 0 (does not penetrate BBB). (5) The compound is C[C@H]1CCCC[C@]1(c1cccs1)N1CCCCC1. The result is 1 (penetrates BBB). (6) The drug is C[C@@H](CN1CCOCC1)C(C(=O)N1CCCC1)(c1ccccc1)c1ccccc1. The result is 1 (penetrates BBB). (7) The molecule is CSc1ccc2c(c1)N(CCC1CCCNC1)c1ccccc1S2. The result is 1 (penetrates BBB).